This data is from Catalyst prediction with 721,799 reactions and 888 catalyst types from USPTO. The task is: Predict which catalyst facilitates the given reaction. (1) Reactant: ClC1CCCCC1.[Li].Br[C:10]1[CH:15]=[CH:14][C:13]([C:16]([F:19])([F:18])[F:17])=[CH:12][CH:11]=1.[C:20](OC(=O)C)(=[O:22])[CH3:21].Cl. Product: [CH3:21][C:20]([C:10]1[CH:15]=[CH:14][C:13]([C:16]([F:19])([F:18])[F:17])=[CH:12][CH:11]=1)=[O:22]. The catalyst class is: 20. (2) Reactant: Cl[C:2]1[CH:7]=[C:6]([CH2:8][NH:9][C:10]2[N:11]=[CH:12][S:13][C:14]=2[C:15]([NH:17][C:18]2[CH:28]=[CH:27][C:21]3[O:22][C:23]([F:26])([F:25])[O:24][C:20]=3[CH:19]=2)=[O:16])[CH:5]=[CH:4][N:3]=1.[NH2:29][CH2:30][CH2:31][OH:32]. Product: [F:25][C:23]1([F:26])[O:22][C:21]2[CH:27]=[CH:28][C:18]([NH:17][C:15]([C:14]3[S:13][CH:12]=[N:11][C:10]=3[NH:9][CH2:8][C:6]3[CH:5]=[CH:4][N:3]=[C:2]([NH:29][CH2:30][CH2:31][OH:32])[CH:7]=3)=[O:16])=[CH:19][C:20]=2[O:24]1. The catalyst class is: 228.